Dataset: Forward reaction prediction with 1.9M reactions from USPTO patents (1976-2016). Task: Predict the product of the given reaction. (1) Given the reactants [Cl:1][C:2]1[CH:3]=[CH:4][C:5]2[N:11]3[CH:12]=[CH:13][CH:14]=[C:10]3[C@@H:9]([CH2:15][CH2:16][C:17](O)=[O:18])[O:8][C@H:7]([C:20]3[CH:25]=[CH:24][CH:23]=[C:22]([O:26][CH3:27])[C:21]=3[O:28][CH3:29])[C:6]=2[CH:30]=1.[H-].[Al+3].[Li+].[H-].[H-].[H-].[OH-].[Na+].S([O-])([O-])(=O)=O.[Mg+2], predict the reaction product. The product is: [Cl:1][C:2]1[CH:3]=[CH:4][C:5]2[N:11]3[CH:12]=[CH:13][CH:14]=[C:10]3[C@@H:9]([CH2:15][CH2:16][CH2:17][OH:18])[O:8][C@H:7]([C:20]3[CH:25]=[CH:24][CH:23]=[C:22]([O:26][CH3:27])[C:21]=3[O:28][CH3:29])[C:6]=2[CH:30]=1. (2) The product is: [NH2:1][C:2]1[N:7]=[C:6]([NH2:8])[C:5]([C:9]2[CH:16]=[CH:15][C:12]([CH:13]=[O:20])=[CH:11][CH:10]=2)=[C:4]([CH2:17][CH3:18])[N:3]=1. Given the reactants [NH2:1][C:2]1[N:7]=[C:6]([NH2:8])[C:5]([C:9]2[CH:16]=[CH:15][C:12]([C:13]#N)=[CH:11][CH:10]=2)=[C:4]([CH2:17][CH3:18])[N:3]=1.C(O)=[O:20], predict the reaction product. (3) Given the reactants [CH3:1][C:2]1[N:3]=[N:4][N:5]([C:19]2[CH:24]=[CH:23][C:22]([C:25]3[CH:30]=[CH:29][C:28]([C:31]4([C:34](O)=[O:35])[CH2:33][CH2:32]4)=[CH:27][CH:26]=3)=[CH:21][CH:20]=2)[C:6]=1[NH:7][C:8]([O:10][C@@H:11]([C:13]1[CH:18]=[CH:17][CH:16]=[CH:15][CH:14]=1)[CH3:12])=[O:9].C(Cl)(=O)C(Cl)=O.[CH3:43][S:44]([NH2:47])(=[O:46])=[O:45].[H-].[Na+], predict the reaction product. The product is: [C:13]1([C@H:11]([O:10][C:8](=[O:9])[NH:7][C:6]2[N:5]([C:19]3[CH:20]=[CH:21][C:22]([C:25]4[CH:30]=[CH:29][C:28]([C:31]5([C:34]([NH:47][S:44]([CH3:43])(=[O:46])=[O:45])=[O:35])[CH2:33][CH2:32]5)=[CH:27][CH:26]=4)=[CH:23][CH:24]=3)[N:4]=[N:3][C:2]=2[CH3:1])[CH3:12])[CH:18]=[CH:17][CH:16]=[CH:15][CH:14]=1.